From a dataset of Catalyst prediction with 721,799 reactions and 888 catalyst types from USPTO. Predict which catalyst facilitates the given reaction. (1) Reactant: Br[C:2]1[C:11]([F:12])=[C:10]2[C:5]([C:6]([N:13]3[CH2:18][CH2:17][N:16]([C:19]([O:21][C:22]([CH3:25])([CH3:24])[CH3:23])=[O:20])[CH2:15][CH2:14]3)=[N:7][CH:8]=[N:9]2)=[CH:4][C:3]=1[Cl:26].[F:27][C:28]1[CH:33]=[CH:32][CH:31]=[C:30]([O:34][CH3:35])[C:29]=1B(O)O.C([O-])([O-])=O.[Na+].[Na+]. Product: [C:22]([O:21][C:19]([N:16]1[CH2:17][CH2:18][N:13]([C:6]2[C:5]3[C:10](=[C:11]([F:12])[C:2]([C:29]4[C:30]([O:34][CH3:35])=[CH:31][CH:32]=[CH:33][C:28]=4[F:27])=[C:3]([Cl:26])[CH:4]=3)[N:9]=[CH:8][N:7]=2)[CH2:14][CH2:15]1)=[O:20])([CH3:25])([CH3:24])[CH3:23]. The catalyst class is: 70. (2) Reactant: C(NC(C)C)(C)C.[F:8][CH:9](P(=O)(C1C=CC=CC=1)C1C=CC=CC=1)[F:10].[F:25][CH:26]([F:46])[O:27][C:28]1[CH:33]=[CH:32][C:31]([C:34]#[C:35][C:36]2[CH:37]=[C:38]([CH2:42][CH2:43][CH:44]=O)[CH:39]=[CH:40][CH:41]=2)=[CH:30][CH:29]=1. Product: [F:25][CH:26]([F:46])[O:27][C:28]1[CH:33]=[CH:32][C:31]([C:34]#[C:35][C:36]2[CH:37]=[C:38]([CH2:42][CH2:43][CH:44]=[C:9]([F:10])[F:8])[CH:39]=[CH:40][CH:41]=2)=[CH:30][CH:29]=1. The catalyst class is: 76. (3) Reactant: [N+:1]([C:4]1[CH:9]=[C:8]([CH2:10][N:11]2[CH2:16][CH2:15][CH2:14][CH2:13][CH2:12]2)[CH:7]=[CH:6][C:5]=1[OH:17])([O-])=O.[C:18]([O:22][C:23](O[C:23]([O:22][C:18]([CH3:21])([CH3:20])[CH3:19])=[O:24])=[O:24])([CH3:21])([CH3:20])[CH3:19]. Product: [OH:17][C:5]1[CH:6]=[CH:7][C:8]([CH2:10][N:11]2[CH2:16][CH2:15][CH2:14][CH2:13][CH2:12]2)=[CH:9][C:4]=1[NH:1][C:23](=[O:24])[O:22][C:18]([CH3:21])([CH3:20])[CH3:19]. The catalyst class is: 19. (4) Reactant: [C:1]([O:5][CH3:6])(=[O:4])[CH2:2][SH:3].[H-].[Na+].CS(O[C:14]1[CH:19]=[CH:18][CH:17]=[C:16]([C:20]2[S:21][C:22]3[CH:30]=[CH:29][CH:28]=[CH:27][C:23]=3[C:24](=[O:26])[N:25]=2)[N:15]=1)(=O)=O.[C:31](OCC)(=O)C. Product: [O:26]=[C:24]1[C:23]2[CH:27]=[CH:28][CH:29]=[CH:30][C:22]=2[S:21][C:20]([C:16]2[N:15]=[C:14]([CH2:31][S:3][CH2:2][C:1]([O:5][CH3:6])=[O:4])[CH:19]=[CH:18][CH:17]=2)=[N:25]1. The catalyst class is: 18. (5) Reactant: [OH:1][C:2]1[CH:3]=[C:4]([C:8]2[CH:13]=[CH:12][C:11]([CH:14]=[C:15]3[S:19][C:18](=[O:20])[NH:17][C:16]3=[O:21])=[CH:10][CH:9]=2)[CH:5]=[CH:6][CH:7]=1. Product: [OH:1][C:2]1[CH:3]=[C:4]([C:8]2[CH:9]=[CH:10][C:11]([CH2:14][CH:15]3[S:19][C:18](=[O:20])[NH:17][C:16]3=[O:21])=[CH:12][CH:13]=2)[CH:5]=[CH:6][CH:7]=1. The catalyst class is: 169. (6) Reactant: [H-].[Na+].[Br:3][C:4]1[CH:9]=[CH:8][C:7]([N:10]2[C:21]3[C:13](=[C:14]4[N:18]([C:19](=[O:22])[CH:20]=3)[CH2:17][CH2:16][CH2:15]4)[NH:12][C:11]2=[O:23])=[C:6]([F:24])[CH:5]=1.[CH3:25][S:26](Cl)(=[O:28])=[O:27]. Product: [Br:3][C:4]1[CH:9]=[CH:8][C:7]([N:10]2[C:21]3[C:13](=[C:14]4[N:18]([C:19](=[O:22])[CH:20]=3)[CH2:17][CH2:16][CH2:15]4)[N:12]([S:26]([CH3:25])(=[O:28])=[O:27])[C:11]2=[O:23])=[C:6]([F:24])[CH:5]=1. The catalyst class is: 198. (7) Reactant: [CH3:1][CH:2]1[CH2:6][CH2:5][CH2:4][N:3]1[CH2:7][CH2:8][CH2:9][O:10][C:11]1[CH:16]=[CH:15][C:14]([C:17]2[S:18][C:19]3[CH2:24][CH2:23][CH:22]([NH:25]C(=O)OCC4C=CC=CC=4)[C:20]=3[N:21]=2)=[CH:13][CH:12]=1. The catalyst class is: 33. Product: [CH3:1][CH:2]1[CH2:6][CH2:5][CH2:4][N:3]1[CH2:7][CH2:8][CH2:9][O:10][C:11]1[CH:16]=[CH:15][C:14]([C:17]2[S:18][C:19]3[CH2:24][CH2:23][CH:22]([NH2:25])[C:20]=3[N:21]=2)=[CH:13][CH:12]=1. (8) Reactant: [C:1]([O:5][C:6]([N:8]1[CH2:13][CH:12]=[C:11](B2OC(C)(C)C(C)(C)O2)[CH2:10][CH2:9]1)=[O:7])([CH3:4])([CH3:3])[CH3:2].C(=O)([O-])[O-].[K+].[K+].C[O:30][C:31](=[O:52])[C:32]1[CH:37]=[C:36]([C:38]([F:41])([F:40])[F:39])[C:35](OS(C(F)(F)F)(=O)=O)=[CH:34][C:33]=1[O:50][CH3:51]. Product: [C:1]([O:5][C:6]([N:8]1[CH2:13][CH:12]=[C:11]([C:35]2[CH:34]=[C:33]([O:50][CH3:51])[C:32]([C:31]([OH:52])=[O:30])=[CH:37][C:36]=2[C:38]([F:39])([F:41])[F:40])[CH2:10][CH2:9]1)=[O:7])([CH3:2])([CH3:3])[CH3:4]. The catalyst class is: 70. (9) Reactant: [F:1][C:2]1[CH:3]=[C:4]([C:13]2[CH:22]=[CH:21][C:20]3[C:15](=[CH:16][CH:17]=[C:18]([O:23]C)[CH:19]=3)[C:14]=2[O:25][C:26]2[CH:40]=[CH:39][C:29]([O:30][CH2:31][CH2:32][N:33]3[CH2:38][CH2:37][CH2:36][CH2:35][CH2:34]3)=[CH:28][CH:27]=2)[CH:5]=[C:6]([F:12])[C:7]=1[S:8]([CH3:11])(=[O:10])=[O:9].[ClH:41].B(Br)(Br)Br. Product: [ClH:41].[F:1][C:2]1[CH:3]=[C:4]([C:13]2[C:14]([O:25][C:26]3[CH:27]=[CH:28][C:29]([O:30][CH2:31][CH2:32][N:33]4[CH2:34][CH2:35][CH2:36][CH2:37][CH2:38]4)=[CH:39][CH:40]=3)=[C:15]3[C:20](=[CH:21][CH:22]=2)[CH:19]=[C:18]([OH:23])[CH:17]=[CH:16]3)[CH:5]=[C:6]([F:12])[C:7]=1[S:8]([CH3:11])(=[O:10])=[O:9]. The catalyst class is: 698. (10) Reactant: [F:1][C:2]([F:27])([F:26])[C:3]1[CH:8]=[CH:7][C:6]([NH:9][C:10](=[O:25])[NH:11][CH:12]2[CH2:17][CH2:16][N:15](C(OC(C)(C)C)=O)[CH2:14][CH2:13]2)=[CH:5][CH:4]=1. The catalyst class is: 33. Product: [NH:15]1[CH2:16][CH2:17][CH:12]([NH:11][C:10]([NH:9][C:6]2[CH:7]=[CH:8][C:3]([C:2]([F:1])([F:26])[F:27])=[CH:4][CH:5]=2)=[O:25])[CH2:13][CH2:14]1.